From a dataset of Reaction yield outcomes from USPTO patents with 853,638 reactions. Predict the reaction yield, written as a fraction of the theoretical maximum amount of product (1.0 means a 100% yield; for example, 0.34 means a 34% yield). The reactants are [N:1]1[C:5]2[CH:6]=[CH:7][CH:8]=[CH:9][C:4]=2[NH:3][C:2]=1[C:10]1[CH:17]=[CH:16][C:13]([CH:14]=O)=[CH:12][CH:11]=1.[C:18]([O:22][C:23]([N:25]1[C:29]2[CH:30]=[CH:31][CH:32]=[CH:33][C:28]=2[N:27]=[C:26]1[CH2:34][NH:35][CH:36]1[C:45]2[N:44]=[CH:43][CH:42]=[CH:41][C:40]=2[CH2:39][CH2:38][CH2:37]1)=[O:24])([CH3:21])([CH3:20])[CH3:19].C(O)(=O)C.C(O[BH-](OC(=O)C)OC(=O)C)(=O)C.[Na+]. The catalyst is C1COCC1. The product is [NH:1]1[C:5]2[CH:6]=[CH:7][CH:8]=[CH:9][C:4]=2[N:3]=[C:2]1[C:10]1[CH:17]=[CH:16][C:13]([CH2:14][N:35]([CH2:34][C:26]2[N:25]([C:23]([O:22][C:18]([CH3:20])([CH3:21])[CH3:19])=[O:24])[C:29]3[CH:30]=[CH:31][CH:32]=[CH:33][C:28]=3[N:27]=2)[CH:36]2[C:45]3[N:44]=[CH:43][CH:42]=[CH:41][C:40]=3[CH2:39][CH2:38][CH2:37]2)=[CH:12][CH:11]=1. The yield is 0.390.